Dataset: Full USPTO retrosynthesis dataset with 1.9M reactions from patents (1976-2016). Task: Predict the reactants needed to synthesize the given product. (1) Given the product [F:1][C:2]1[CH:3]=[C:4]([CH:5]=[C:6]([F:8])[CH:7]=1)[O:9][CH:12]1[CH2:13][CH2:14][CH2:15][O:10][CH2:11]1, predict the reactants needed to synthesize it. The reactants are: [F:1][C:2]1[CH:3]=[C:4]([OH:9])[CH:5]=[C:6]([F:8])[CH:7]=1.[O:10]1[CH2:15][CH2:14][CH2:13][CH:12](O)[CH2:11]1.C1(P(C2C=CC=CC=2)C2C=CC=CC=2)C=CC=CC=1.CC(OC(/N=N/C(OC(C)C)=O)=O)C. (2) Given the product [CH2:1]([O:3][C:4]1[N:8]=[C:7]([CH:9]2[CH2:14][CH:13]([C:15]3[CH:20]=[CH:19][C:18]([O:21][C:22]([F:25])([F:23])[F:24])=[C:17]([F:26])[CH:16]=3)[CH2:12][NH:11][CH2:10]2)[O:6][N:5]=1)[CH3:2], predict the reactants needed to synthesize it. The reactants are: [CH2:1]([O:3][C:4]1[N:8]=[C:7]([CH:9]2[CH2:14][CH:13]([C:15]3[CH:20]=[CH:19][C:18]([O:21][C:22]([F:25])([F:24])[F:23])=[C:17]([F:26])[CH:16]=3)[CH2:12][N:11](C(OC(C)(C)C)=O)[CH2:10]2)[O:6][N:5]=1)[CH3:2].FC(F)(F)C(O)=O. (3) Given the product [Cl:10][C:11]1[CH:16]=[C:15]([N+:6]([O-:9])=[O:7])[C:14]([Cl:17])=[CH:13][C:12]=1[O:18][CH3:19], predict the reactants needed to synthesize it. The reactants are: S(=O)(=O)(O)O.[N+:6]([O-:9])(O)=[O:7].[Cl:10][C:11]1[CH:16]=[CH:15][C:14]([Cl:17])=[CH:13][C:12]=1[O:18][CH3:19]. (4) Given the product [Cl:1][C:2]1[CH:7]=[C:6]([C:8]#[C:9][C:10]2[N:11]=[C:12]([CH3:15])[N:13]([C:20]3[CH:21]=[CH:22][C:17]([Cl:16])=[CH:18][CH:19]=3)[CH:14]=2)[CH:5]=[CH:4][N:3]=1, predict the reactants needed to synthesize it. The reactants are: [Cl:1][C:2]1[CH:7]=[C:6]([C:8]#[C:9][C:10]2[N:11]=[C:12]([CH3:15])[NH:13][CH:14]=2)[CH:5]=[CH:4][N:3]=1.[Cl:16][C:17]1[CH:22]=[CH:21][C:20](B(O)O)=[CH:19][CH:18]=1. (5) The reactants are: [CH2:1]([O:3][C:4]1[N:9]=[N:8][C:7]([C:10]2[CH:11]=[C:12]([NH2:17])[CH:13]=[N:14][C:15]=2[CH3:16])=[CH:6][C:5]=1[N:18]1[CH2:23][CH2:22][O:21][CH2:20][CH2:19]1)[CH3:2].Cl.C(N=C=NCCCN(C)C)C.[CH:36]([C:38]1[CH:46]=[CH:45][C:41]([C:42](O)=[O:43])=[CH:40][C:39]=1[C:47]([F:50])([F:49])[F:48])=[O:37]. Given the product [CH2:1]([O:3][C:4]1[N:9]=[N:8][C:7]([C:10]2[CH:11]=[C:12]([NH:17][C:42](=[O:43])[C:41]3[CH:45]=[CH:46][C:38]([CH:36]=[O:37])=[C:39]([C:47]([F:50])([F:48])[F:49])[CH:40]=3)[CH:13]=[N:14][C:15]=2[CH3:16])=[CH:6][C:5]=1[N:18]1[CH2:19][CH2:20][O:21][CH2:22][CH2:23]1)[CH3:2], predict the reactants needed to synthesize it. (6) Given the product [F:34][C:35]1[CH:36]=[C:37]([CH:53]=[CH:54][CH:55]=1)[CH2:38][N:39]1[CH:43]=[C:42]([C:2]2[C:10]3[C:5](=[N:6][CH:7]=[C:8]([C:11]4[CH:12]=[CH:13][C:14]([C:17]5[CH2:18][CH2:19][N:20]([CH3:23])[CH2:21][CH:22]=5)=[CH:15][CH:16]=4)[CH:9]=3)[N:4]([S:24]([C:27]3[CH:28]=[CH:29][C:30]([CH3:31])=[CH:32][CH:33]=3)(=[O:26])=[O:25])[CH:3]=2)[CH:41]=[N:40]1, predict the reactants needed to synthesize it. The reactants are: I[C:2]1[C:10]2[C:5](=[N:6][CH:7]=[C:8]([C:11]3[CH:16]=[CH:15][C:14]([C:17]4[CH2:18][CH2:19][N:20]([CH3:23])[CH2:21][CH:22]=4)=[CH:13][CH:12]=3)[CH:9]=2)[N:4]([S:24]([C:27]2[CH:33]=[CH:32][C:30]([CH3:31])=[CH:29][CH:28]=2)(=[O:26])=[O:25])[CH:3]=1.[F:34][C:35]1[CH:36]=[C:37]([CH:53]=[CH:54][CH:55]=1)[CH2:38][N:39]1[CH:43]=[C:42](B2OC(C)(C)C(C)(C)O2)[CH:41]=[N:40]1.C(=O)([O-])[O-].[Na+].[Na+]. (7) The reactants are: [S:1]1[CH2:6][CH:5]=[C:4](OS(C(F)(F)F)(=O)=O)[CH2:3][CH2:2]1.[B:15]1([B:15]2[O:20][CH2:19][C:18]([CH3:22])([CH3:21])[CH2:17][O:16]2)[O:20][CH2:19][C:18]([CH3:22])([CH3:21])[CH2:17][O:16]1.CC([O-])=O.[K+].CCOC(C)=O. Given the product [S:1]1[CH2:6][CH:5]=[C:4]([B:15]2[O:20][CH2:19][C:18]([CH3:22])([CH3:21])[CH2:17][O:16]2)[CH2:3][CH2:2]1, predict the reactants needed to synthesize it. (8) The reactants are: [NH:1]1[CH2:6][CH2:5][CH:4]([C:7]2[CH:15]=[CH:14][CH:13]=[C:12]3[C:8]=2[CH2:9][C:10](=[O:16])[NH:11]3)[CH2:3][CH2:2]1.[CH2:17]([O:19][C:20]([C:22]1[NH:23][C:24]([CH:33]=O)=[C:25]([CH2:28][CH2:29][C:30]([OH:32])=[O:31])[C:26]=1[CH3:27])=[O:21])[CH3:18]. Given the product [CH2:17]([O:19][C:20]([C:22]1[NH:23][C:24]([CH:33]=[C:9]2[C:8]3[C:12](=[CH:13][CH:14]=[CH:15][C:7]=3[CH:4]3[CH2:3][CH2:2][NH:1][CH2:6][CH2:5]3)[NH:11][C:10]2=[O:16])=[C:25]([CH2:28][CH2:29][C:30]([OH:32])=[O:31])[C:26]=1[CH3:27])=[O:21])[CH3:18], predict the reactants needed to synthesize it. (9) Given the product [Cl:1][C:2]1[CH:3]=[C:4]([C:8]#[C:9][C@@H:10]2[N:14]3[CH2:15][CH2:16][N:17]([C:19]4[N:28]=[CH:27][CH:26]=[CH:25][C:20]=4[C:21]([OH:23])=[O:22])[CH2:18][C@@H:13]3[CH2:12][CH2:11]2)[CH:5]=[CH:6][CH:7]=1, predict the reactants needed to synthesize it. The reactants are: [Cl:1][C:2]1[CH:3]=[C:4]([C:8]#[C:9][C@@H:10]2[N:14]3[CH2:15][CH2:16][N:17]([C:19]4[N:28]=[CH:27][CH:26]=[CH:25][C:20]=4[C:21]([O:23]C)=[O:22])[CH2:18][C@@H:13]3[CH2:12][CH2:11]2)[CH:5]=[CH:6][CH:7]=1.[Li+].[OH-].C1COCC1.Cl. (10) Given the product [S:1]1[C:5]2[CH:6]=[CH:7][C:8]([CH2:10][CH2:11][O:12][CH2:13][C:14]([N:27]3[CH2:30][CH:29]([OH:31])[CH2:28]3)=[O:16])=[CH:9][C:4]=2[CH:3]=[CH:2]1, predict the reactants needed to synthesize it. The reactants are: [S:1]1[C:5]2[CH:6]=[CH:7][C:8]([CH2:10][CH2:11][O:12][CH2:13][C:14]([OH:16])=O)=[CH:9][C:4]=2[CH:3]=[CH:2]1.N1C=CN=C1.S(Cl)(Cl)=O.Cl.[NH:27]1[CH2:30][CH:29]([OH:31])[CH2:28]1.Cl.